Dataset: Reaction yield outcomes from USPTO patents with 853,638 reactions. Task: Predict the reaction yield, written as a fraction of the theoretical maximum amount of product (1.0 means a 100% yield; for example, 0.34 means a 34% yield). (1) The reactants are [C:1]1([C:7]2[S:11][C:10]([NH2:12])=[N:9][N:8]=2)[CH:6]=[CH:5][CH:4]=[CH:3][CH:2]=1.C([O-])([O-])=O.[K+].[K+].[Cl:19][CH2:20][C:21](Cl)=[O:22]. The catalyst is CN(C=O)C. The product is [Cl:19][CH2:20][C:21]([NH:12][C:10]1[S:11][C:7]([C:1]2[CH:2]=[CH:3][CH:4]=[CH:5][CH:6]=2)=[N:8][N:9]=1)=[O:22]. The yield is 0.760. (2) The reactants are [N:1]1([CH2:7][CH2:8][C:9](=O)[C:10](=[N:13][NH:14][C:15]2[CH:20]=[CH:19][CH:18]=[CH:17][CH:16]=2)[C:11]#[N:12])CCOCC1.O.[NH2:23][NH2:24].[CH2:25]1[CH2:29][O:28][CH2:27][CH2:26]1.NN. The catalyst is C(OCC)C. The product is [N:1]1([CH2:7][CH2:8][C:9]2[C:10](=[N:13][NH:14][C:15]3[CH:20]=[CH:19][CH:18]=[CH:17][CH:16]=3)[C:11]([NH2:12])=[N:23][N:24]=2)[CH2:25][CH2:29][O:28][CH2:27][CH2:26]1. The yield is 0.410. (3) The reactants are [Cl:1][C:2]1[C:10]([F:11])=[C:9]2[C:5]([CH:6]=[CH:7][NH:8]2)=[CH:4][CH:3]=1.Br[C:13]1[CH:14]=[N:15][N:16]([CH2:18][CH3:19])[CH:17]=1.P([O-])([O-])([O-])=O.[K+].[K+].[K+].CNCCNC. The catalyst is C1(C)C=CC=CC=1.CCCCCC. The product is [Cl:1][C:2]1[C:10]([F:11])=[C:9]2[C:5]([CH:6]=[CH:7][N:8]2[C:13]2[CH:14]=[N:15][N:16]([CH2:18][CH3:19])[CH:17]=2)=[CH:4][CH:3]=1. The yield is 0.360. (4) The yield is 0.440. The product is [N:30]1[N:31]2[CH:36]=[CH:35][N:34]=[CH:33][C:32]2=[C:28]([C:26]2[N:27]=[C:22]([NH:1][C@@H:2]3[CH2:7][CH2:6][CH2:5][N:4]([C:8]([O:10][C:11]([CH3:14])([CH3:13])[CH3:12])=[O:9])[CH2:3]3)[CH:23]=[N:24][CH:25]=2)[CH:29]=1. The reactants are [NH2:1][C@@H:2]1[CH2:7][CH2:6][CH2:5][N:4]([C:8]([O:10][C:11]([CH3:14])([CH3:13])[CH3:12])=[O:9])[CH2:3]1.C(=O)([O-])[O-].[Cs+].[Cs+].Cl[C:22]1[N:27]=[C:26]([C:28]2[CH:29]=[N:30][N:31]3[CH:36]=[CH:35][N:34]=[CH:33][C:32]=23)[CH:25]=[N:24][CH:23]=1. The catalyst is CN(C=O)C.CC1(C)C2C=CC=C(P(C3C=CC=CC=3)C3C=CC=CC=3)C=2OC2C1=CC=CC=2P(C1C=CC=CC=1)C1C=CC=CC=1.